From a dataset of Forward reaction prediction with 1.9M reactions from USPTO patents (1976-2016). Predict the product of the given reaction. (1) Given the reactants [Cl:1][C:2]1[CH:3]=[C:4]([CH2:9][NH2:10])[CH:5]=[CH:6][C:7]=1[F:8].[Br:11][C:12]1[CH:13]=[CH:14][C:15]2[N:16]([CH:18]=[C:19]([C:21](OCC)=[O:22])[N:20]=2)[CH:17]=1, predict the reaction product. The product is: [Br:11][C:12]1[CH:13]=[CH:14][C:15]2[N:16]([CH:18]=[C:19]([C:21]([NH:10][CH2:9][C:4]3[CH:5]=[CH:6][C:7]([F:8])=[C:2]([Cl:1])[CH:3]=3)=[O:22])[N:20]=2)[CH:17]=1. (2) Given the reactants [Cl:1][CH2:2][CH2:3][CH2:4][CH2:5][CH2:6][CH2:7][O:8][C:9]1[CH:14]=[CH:13][C:12]([C@H:15]2[CH2:32][C@@:30]3([CH3:31])[C@@H:26]([CH2:27][CH2:28][C:29]3=[O:33])[C@H:25]3[C:16]2=[C:17]2[C:22]([CH2:23][CH2:24]3)=[CH:21][C:20](=[O:34])[CH2:19][CH2:18]2)=[CH:11][CH:10]=1.C(OC(=O)C)(=O)C.C(Br)(=O)C, predict the reaction product. The product is: [OH:34][C:20]1[CH:19]=[CH:18][C:17]2[C@@H:16]3[C@H:25]([C@H:26]4[C@@:30]([CH2:32][C@@H:15]3[C:12]3[CH:11]=[CH:10][C:9]([O:8][CH2:7][CH2:6][CH2:5][CH2:4][CH2:3][CH2:2][Cl:1])=[CH:14][CH:13]=3)([CH3:31])[C:29](=[O:33])[CH2:28][CH2:27]4)[CH2:24][CH2:23][C:22]=2[CH:21]=1. (3) Given the reactants Cl.[N:2]12[CH2:9][CH2:8][CH:5]([CH2:6][CH2:7]1)[C:4](=O)[CH2:3]2.[OH-].[K+].[N+:13]([C:16]1[CH:17]=[C:18]2[C:22](=[CH:23][CH:24]=1)[NH:21][CH:20]=[CH:19]2)([O-:15])=[O:14], predict the reaction product. The product is: [N+:13]([C:16]1[CH:17]=[C:18]2[C:22](=[CH:23][CH:24]=1)[NH:21][CH:20]=[C:19]2[C:4]1[CH:5]2[CH2:8][CH2:9][N:2]([CH2:7][CH2:6]2)[CH:3]=1)([O-:15])=[O:14]. (4) The product is: [C:1]1([CH:8]([C:15]2[CH:20]=[CH:19][CH:18]=[CH:17][N:16]=2)[CH3:9])[CH:6]=[CH:5][CH:4]=[CH:3][CH:2]=1. Given the reactants [C:1]1([Li])[CH:6]=[CH:5][CH:4]=[CH:3][CH:2]=1.[CH2:8]([C:15]1[CH:20]=[CH:19][CH:18]=[CH:17][N:16]=1)[C:9]1C=CC=CC=1.IC.[Cl-].[NH4+], predict the reaction product. (5) Given the reactants [P:1](Cl)([O:8][CH2:9][CH2:10][CH2:11][CH3:12])([O:3][CH2:4][CH2:5][CH2:6][CH3:7])=[O:2].ClCCl.[CH2:17]([OH:21])[CH:18]([CH3:20])[CH3:19], predict the reaction product. The product is: [P:1]([O:21][CH2:17][CH:18]([CH3:20])[CH3:19])([O:8][CH2:9][CH2:10][CH2:11][CH3:12])([O:3][CH2:4][CH2:5][CH2:6][CH3:7])=[O:2]. (6) The product is: [Br:1][C:2]1[S:6][C:5]([CH2:7][Cl:13])=[N:4][C:3]=1[CH2:9][CH3:10]. Given the reactants [Br:1][C:2]1[S:6][C:5]([CH2:7]O)=[N:4][C:3]=1[CH2:9][CH3:10].S(Cl)([Cl:13])=O, predict the reaction product.